From a dataset of Forward reaction prediction with 1.9M reactions from USPTO patents (1976-2016). Predict the product of the given reaction. (1) Given the reactants Br[C:2]1[CH:10]=[C:9]2[C:5]([CH2:6][CH2:7][CH:8]2[OH:11])=[CH:4][CH:3]=1.C([O-])(=O)C.[K+].[CH3:17][C:18]1([CH3:34])[C:22]([CH3:24])([CH3:23])[O:21][B:20]([B:20]2[O:21][C:22]([CH3:24])([CH3:23])[C:18]([CH3:34])([CH3:17])[O:19]2)[O:19]1.ClCCl, predict the reaction product. The product is: [CH3:17][C:18]1([CH3:34])[C:22]([CH3:24])([CH3:23])[O:21][B:20]([C:2]2[CH:10]=[C:9]3[C:5]([CH2:6][CH2:7][CH:8]3[OH:11])=[CH:4][CH:3]=2)[O:19]1. (2) Given the reactants [CH3:1][C:2]1[N:3]=[C:4]([NH:7][C:8]2[CH:13]=[C:12]([O:14][C:15]3[CH:16]=[C:17]([CH:22]=[CH:23][CH:24]=3)[C:18]([O:20]C)=[O:19])[CH:11]=[CH:10][N:9]=2)[S:5][CH:6]=1.[OH-].[Na+], predict the reaction product. The product is: [CH3:1][C:2]1[N:3]=[C:4]([NH:7][C:8]2[CH:13]=[C:12]([O:14][C:15]3[CH:16]=[C:17]([CH:22]=[CH:23][CH:24]=3)[C:18]([OH:20])=[O:19])[CH:11]=[CH:10][N:9]=2)[S:5][CH:6]=1. (3) Given the reactants [C:1]1([C@@H:7]2[NH:12][C:11](=[O:13])[C@H:10]([C:14]3[S:15][CH:16]=[CH:17][CH:18]=3)[NH:9][CH2:8]2)[CH:6]=[CH:5][CH:4]=[CH:3][CH:2]=1.[F:19][C:20]1[CH:25]=[CH:24][C:23]([C:26]2[O:30][N:29]=[C:28]([C:31](O)=[O:32])[N:27]=2)=[CH:22][CH:21]=1.C([C@@H]1N(C(=O)/C=C/C2C=CC=CC=2)C[C@H](CC(C)C)NC1=O)C(C)C, predict the reaction product. The product is: [F:19][C:20]1[CH:21]=[CH:22][C:23]([C:26]2[O:30][N:29]=[C:28]([C:31]([N:9]3[CH2:8][C@H:7]([C:1]4[CH:2]=[CH:3][CH:4]=[CH:5][CH:6]=4)[NH:12][C:11](=[O:13])[C@@H:10]3[C:14]3[S:15][CH:16]=[CH:17][CH:18]=3)=[O:32])[N:27]=2)=[CH:24][CH:25]=1. (4) Given the reactants [O:1]=[CH:2][CH2:3][CH2:4][CH2:5][C:6]1([CH:16]=O)[CH2:15][CH2:14][CH2:13][C:8]2([O:12][CH2:11][CH2:10][O:9]2)[CH2:7]1.FC(F)(F)C([O-])=O.C([NH2+]CC1C=CC=CC=1)C1C=CC=CC=1, predict the reaction product. The product is: [O:9]1[C:8]2([CH2:13][CH2:14][CH2:15][C:6]3([CH2:5][CH2:4][C:3]([CH:2]=[O:1])=[CH:16]3)[CH2:7]2)[O:12][CH2:11][CH2:10]1. (5) Given the reactants Cl.Cl[CH2:3][C:4]1[CH:13]=[CH:12][C:11]([OH:14])=[C:10]2[C:5]=1[CH:6]=[CH:7][CH:8]=[N:9]2.[CH2:15]([N:18]1[CH2:23][CH2:22][NH:21][CH2:20][CH2:19]1)[C:16]#[CH:17], predict the reaction product. The product is: [CH2:15]([N:18]1[CH2:23][CH2:22][N:21]([CH2:3][C:4]2[CH:13]=[CH:12][C:11]([OH:14])=[C:10]3[C:5]=2[CH:6]=[CH:7][CH:8]=[N:9]3)[CH2:20][CH2:19]1)[C:16]#[CH:17].